Dataset: Forward reaction prediction with 1.9M reactions from USPTO patents (1976-2016). Task: Predict the product of the given reaction. (1) Given the reactants Br[C:2]1[NH:3][C:4]2[C:9]([CH:10]=1)=[CH:8][CH:7]=[CH:6][CH:5]=2.[Li][CH2:12]CCC.CI, predict the reaction product. The product is: [CH3:12][C:2]1[NH:3][C:4]2[C:9]([CH:10]=1)=[CH:8][CH:7]=[CH:6][CH:5]=2. (2) Given the reactants [CH3:1][C:2]([CH3:35])([CH3:34])[CH2:3][O:4][C:5]([C:7]1[CH:8]=[C:9]([C:21]#[C:22][C:23]2[CH:28]=[CH:27][C:26]([CH2:29][C:30]([O:32]C)=[O:31])=[CH:25][CH:24]=2)[CH:10]=[C:11]2[C:16]=1[O:15][C:14]([CH3:18])([CH3:17])[CH2:13][C:12]2([CH3:20])[CH3:19])=[O:6].[OH-].[Li+].Cl, predict the reaction product. The product is: [CH3:1][C:2]([CH3:35])([CH3:34])[CH2:3][O:4][C:5]([C:7]1[CH:8]=[C:9]([C:21]#[C:22][C:23]2[CH:24]=[CH:25][C:26]([CH2:29][C:30]([OH:32])=[O:31])=[CH:27][CH:28]=2)[CH:10]=[C:11]2[C:16]=1[O:15][C:14]([CH3:17])([CH3:18])[CH2:13][C:12]2([CH3:19])[CH3:20])=[O:6]. (3) Given the reactants [Mg].Br[C:3]([CH2:5][CH3:6])=[CH2:4].[Br:7][C:8]1[CH:13]=[CH:12][CH:11]=[CH:10][C:9]=1[N+:14]([O-])=O.[Na+].[Cl-], predict the reaction product. The product is: [Br:7][C:8]1[CH:13]=[CH:12][CH:11]=[C:10]2[C:9]=1[NH:14][C:3]([CH2:5][CH3:6])=[CH:4]2. (4) Given the reactants [Cl-].[Cl:2][C:3]1[CH:8]=[C:7]([C:9]([N:11]2[C:24]3[C:19](=[CH:20][C:21]([F:25])=[CH:22][CH:23]=3)[C:13]3([CH2:18][CH2:17][NH2+:16][CH2:15][CH2:14]3)[CH2:12]2)=[O:10])[CH:6]=[CH:5][N:4]=1.C(N(CC)C(C)C)(C)C.Br[CH2:36]/[CH:37]=[CH:38]/[C:39]1[CH:44]=[CH:43][C:42]([F:45])=[C:41]([F:46])[CH:40]=1, predict the reaction product. The product is: [Cl:2][C:3]1[CH:8]=[C:7]([C:9]([N:11]2[C:24]3[C:19](=[CH:20][C:21]([F:25])=[CH:22][CH:23]=3)[C:13]3([CH2:14][CH2:15][N:16]([CH2:36]/[CH:37]=[CH:38]/[C:39]4[CH:44]=[CH:43][C:42]([F:45])=[C:41]([F:46])[CH:40]=4)[CH2:17][CH2:18]3)[CH2:12]2)=[O:10])[CH:6]=[CH:5][N:4]=1. (5) Given the reactants [CH2:1]([N:3]1[C:7]([OH:8])=[C:6]([C:9]([C:11]2[C:12](=[O:30])[N:13]([CH2:23][C:24]3[CH:29]=[CH:28][CH:27]=[CH:26][CH:25]=3)[C:14]([C:17]3[CH:22]=[CH:21][CH:20]=[CH:19][CH:18]=3)=[N:15][CH:16]=2)=[O:10])[CH:5]=[N:4]1)[CH3:2].C(N(CC)CC)C.[C:38]1([CH3:48])[CH:43]=[CH:42][C:41]([S:44](Cl)(=[O:46])=[O:45])=[CH:40][CH:39]=1.[Cl-].[NH4+], predict the reaction product. The product is: [CH2:1]([N:3]1[C:7]([O:8][S:44]([C:41]2[CH:42]=[CH:43][C:38]([CH3:48])=[CH:39][CH:40]=2)(=[O:46])=[O:45])=[C:6]([C:9]([C:11]2[C:12](=[O:30])[N:13]([CH2:23][C:24]3[CH:29]=[CH:28][CH:27]=[CH:26][CH:25]=3)[C:14]([C:17]3[CH:22]=[CH:21][CH:20]=[CH:19][CH:18]=3)=[N:15][CH:16]=2)=[O:10])[CH:5]=[N:4]1)[CH3:2]. (6) Given the reactants [NH:1]1[CH2:6][CH2:5][O:4][CH2:3][CH2:2]1.[Br:7][C:8]1[CH:15]=[CH:14][C:11]([CH:12]=O)=[CH:10][C:9]=1[F:16].C(O[BH-](OC(=O)C)OC(=O)C)(=O)C.[Na+].ClCCl, predict the reaction product. The product is: [NH3:1].[Br:7][C:8]1[CH:15]=[CH:14][C:11]([CH2:12][N:1]2[CH2:6][CH2:5][O:4][CH2:3][CH2:2]2)=[CH:10][C:9]=1[F:16]. (7) The product is: [C:9]([C:6]1[C:7]2[O:8][C:14]([CH3:15])=[N:1][C:2]=2[C:3]([N+:11]([O-:13])=[O:12])=[CH:4][CH:5]=1)#[N:10]. Given the reactants [NH2:1][C:2]1[C:7]([OH:8])=[C:6]([C:9]#[N:10])[CH:5]=[CH:4][C:3]=1[N+:11]([O-:13])=[O:12].[C:14](OCC)(OCC)(OCC)[CH3:15], predict the reaction product. (8) Given the reactants Br[C:2]1[CH:3]=C[C:5]([C:43](F)(F)F)=[C:6]([C:8]2C=C(C3C=CC=CC=3)S[C:9]=2[C:19]([C:21]2[S:22]C(C3C=CC=CC=3)=C[C:25]=2[C:26]2[CH:31]=[C:30]([Br:32])[CH:29]=[CH:28][C:27]=2[C:33]([F:36])([F:35])[F:34])=O)[CH:7]=1.O1CCCC1.[BH4-].[Na+], predict the reaction product. The product is: [Br:32][C:30]1[CH:29]=[CH:28][C:27]([C:33]([F:34])([F:35])[F:36])=[C:26]([CH2:25][C:21]2[S:22][C:8]([C:6]3[CH:7]=[CH:2][CH:3]=[CH:43][CH:5]=3)=[CH:9][CH:19]=2)[CH:31]=1. (9) Given the reactants Cl[C:2]1[CH:3]=[C:4]([C:9]2[N:13]3[C:14]4[N:22]=[C:21]([O:23][CH3:24])[CH:20]=[CH:19][C:15]=4[N:16]=[C:17]([CH3:18])[C:12]3=[C:11]([CH3:25])[N:10]=2)[CH:5]=[C:6](Cl)[CH:7]=1.[CH3:26][N:27]([CH3:39])[C:28](C1C=C(B(O)O)C=CC=1)=[O:29].C([O-])([O-])=O.[K+].[K+], predict the reaction product. The product is: [CH3:24][O:23][C:21]1[CH:20]=[CH:19][C:15]2[N:16]=[C:17]([CH3:18])[C:12]3[N:13]([C:9]([C:4]4[CH:3]=[C:2]([CH:7]=[CH:6][CH:5]=4)[C:28]([N:27]([CH3:39])[CH3:26])=[O:29])=[N:10][C:11]=3[CH3:25])[C:14]=2[N:22]=1. (10) Given the reactants [CH2:1]1[O:13][C:12]2[CH:11]=[C:10]3[C:5]([C:6]([N:14]([CH2:28][CH2:29][N:30]([CH3:32])[CH3:31])[C:15](=[O:27])[C:16]4[CH:21]=[C:20]([O:22][CH3:23])[C:19]([O:24][CH3:25])=[CH:18][C:17]=4I)=[CH:7][CH:8]=[N:9]3)=[CH:4][C:3]=2[O:2]1, predict the reaction product. The product is: [CH3:23][O:22][C:20]1[C:19]([O:24][CH3:25])=[CH:18][C:17]2[C:7]3[C:6](=[C:5]4[CH:4]=[C:3]5[O:2][CH2:1][O:13][C:12]5=[CH:11][C:10]4=[N:9][CH:8]=3)[N:14]([CH2:28][CH2:29][N:30]([CH3:32])[CH3:31])[C:15](=[O:27])[C:16]=2[CH:21]=1.